Dataset: Catalyst prediction with 721,799 reactions and 888 catalyst types from USPTO. Task: Predict which catalyst facilitates the given reaction. (1) Reactant: [NH:1]1[CH2:5][CH2:4][CH:3]([NH:6][C:7](=[O:13])[O:8][C:9]([CH3:12])([CH3:11])[CH3:10])[CH2:2]1.[C:14](Cl)(=[O:16])[CH3:15]. Product: [C:14]([N:1]1[CH2:5][CH2:4][CH:3]([NH:6][C:7](=[O:13])[O:8][C:9]([CH3:10])([CH3:12])[CH3:11])[CH2:2]1)(=[O:16])[CH3:15]. The catalyst class is: 347. (2) Reactant: CC1(C)C(C)(C)OB([C:9]2[CH:17]=[C:16]([C:18]([F:21])([F:20])[F:19])[CH:15]=[C:14]3[C:10]=2[CH:11]=[N:12][NH:13]3)O1.I[C:24]1[C:25]([O:32][CH3:33])=[N:26][C:27]([O:30][CH3:31])=[N:28][CH:29]=1.C(=O)([O-])[O-].[Na+].[Na+]. Product: [CH3:31][O:30][C:27]1[N:26]=[C:25]([O:32][CH3:33])[C:24]([C:9]2[CH:17]=[C:16]([C:18]([F:19])([F:20])[F:21])[CH:15]=[C:14]3[C:10]=2[CH:11]=[N:12][NH:13]3)=[CH:29][N:28]=1. The catalyst class is: 75. (3) Reactant: [OH:1][C:2]1[CH:7]=[CH:6][C:5]([NH:8][C:9](=[O:11])[CH3:10])=[CH:4][CH:3]=1.O[CH2:13][C@H:14]1[CH2:19][CH2:18][CH2:17][CH2:16][C@@H:15]1[NH:20][S:21]([CH2:24][CH3:25])(=[O:23])=[O:22].C(P(CCCC)CCCC)CCC.N(/C(N1CCCCC1)=O)=N\C(N1CCCCC1)=O. Product: [CH2:24]([S:21]([NH:20][C@@H:15]1[CH2:16][CH2:17][CH2:18][CH2:19][C@H:14]1[CH2:13][O:1][C:2]1[CH:3]=[CH:4][C:5]([NH:8][C:9](=[O:11])[CH3:10])=[CH:6][CH:7]=1)(=[O:22])=[O:23])[CH3:25]. The catalyst class is: 11. (4) Reactant: B(Br)(Br)Br.[Br:5][C:6]1[C:7]([F:19])=[C:8]2[C:13](=[C:14]([O:16]C)[CH:15]=1)[N:12]=[CH:11][NH:10][C:9]2=[O:18].CO. Product: [Br:5][C:6]1[C:7]([F:19])=[C:8]2[C:13](=[C:14]([OH:16])[CH:15]=1)[N:12]=[CH:11][NH:10][C:9]2=[O:18]. The catalyst class is: 4. (5) Reactant: [CH3:1][O:2][C:3]([O:6][CH3:7])([CH3:5])[CH3:4].C1(C)C=CC(S(O)(=O)=O)=CC=1.[OH:19][CH2:20]C(CO)O. Product: [CH3:4][C:3]1([CH3:5])[O:6][CH:7]([CH2:20][OH:19])[CH2:1][O:2]1. The catalyst class is: 9. (6) Reactant: [Cl:1][C:2]1[N:3]=[C:4]([N:13]2[CH2:18][CH2:17][O:16][CH2:15][CH2:14]2)[C:5]2[S:10][C:9]([CH:11]=O)=[CH:8][C:6]=2[N:7]=1.[CH3:19][N:20]([CH3:27])[CH:21]1[CH2:26][CH2:25][NH:24][CH2:23][CH2:22]1.C(O[BH-](OC(=O)C)OC(=O)C)(=O)C. Product: [Cl:1][C:2]1[N:3]=[C:4]([N:13]2[CH2:18][CH2:17][O:16][CH2:15][CH2:14]2)[C:5]2[S:10][C:9]([CH2:11][N:24]3[CH2:25][CH2:26][CH:21]([N:20]([CH3:27])[CH3:19])[CH2:22][CH2:23]3)=[CH:8][C:6]=2[N:7]=1. The catalyst class is: 525. (7) Reactant: [C:1]([C:4]1[N:5]=[C:6]([N:9]2[CH2:12][CH:11]([S:13][C:14]3[C@H:15]([CH3:45])[C@@H:16]4[C@@H:33]([C@H:34]([O:36][Si:37]([C:40]([CH3:43])([CH3:42])[CH3:41])([CH3:39])[CH3:38])[CH3:35])[C:32](=[O:44])[N:17]4[C:18]=3[C:19]([O:21][CH2:22][C:23]3[CH:28]=[CH:27][C:26]([N+:29]([O-:31])=[O:30])=[CH:25][CH:24]=3)=[O:20])[CH2:10]2)[S:7][CH:8]=1)(O)=[O:2].Cl.[NH2:47][CH2:48][C:49]([NH2:51])=[O:50].C(P(C#N)(CC)=O)C.C(N(CC)CC)C. Product: [C:49]([CH2:48][NH:47][C:1]([C:4]1[N:5]=[C:6]([N:9]2[CH2:12][CH:11]([S:13][C:14]3[C@H:15]([CH3:45])[C@@H:16]4[C@@H:33]([C@H:34]([O:36][Si:37]([C:40]([CH3:42])([CH3:41])[CH3:43])([CH3:39])[CH3:38])[CH3:35])[C:32](=[O:44])[N:17]4[C:18]=3[C:19]([O:21][CH2:22][C:23]3[CH:24]=[CH:25][C:26]([N+:29]([O-:31])=[O:30])=[CH:27][CH:28]=3)=[O:20])[CH2:10]2)[S:7][CH:8]=1)=[O:2])(=[O:50])[NH2:51]. The catalyst class is: 9. (8) Reactant: C(O)(=O)C.[CH3:5][C:6]1[N:10]([C:11]2[CH:16]=[CH:15][C:14]([N+:17]([O-])=O)=[CH:13][CH:12]=2)[N:9]=[CH:8][C:7]=1[C:20](=[O:22])[CH3:21]. Product: [NH2:17][C:14]1[CH:13]=[CH:12][C:11]([N:10]2[C:6]([CH3:5])=[C:7]([C:20](=[O:22])[CH3:21])[CH:8]=[N:9]2)=[CH:16][CH:15]=1. The catalyst class is: 314. (9) Reactant: Br[C:2]1[N:7]=[C:6]2[N:8]=[C:9]([CH3:11])[NH:10][C:5]2=[CH:4][CH:3]=1.[Cu][C:13]#[N:14]. Product: [CH3:11][C:9]1[N:8]=[C:6]2[NH:7][C:2]([C:13]#[N:14])=[CH:3][CH:4]=[C:5]2[N:10]=1. The catalyst class is: 9.